Dataset: Full USPTO retrosynthesis dataset with 1.9M reactions from patents (1976-2016). Task: Predict the reactants needed to synthesize the given product. (1) The reactants are: Br[C:2]1[N:6]2[N:7]=[C:8]([Cl:12])[CH:9]=[C:10](Br)[C:5]2=[N:4][CH:3]=1.[CH3:13][C:14]1[CH:19]=[CH:18][N:17]=[CH:16][C:15]=1B(O)O.[O-]P([O-])([O-])=O.[K+].[K+].[K+]. Given the product [Cl:12][C:8]1[CH:9]=[C:10]([C:15]2[CH:16]=[N:17][CH:18]=[CH:19][C:14]=2[CH3:13])[C:5]2[N:6]([C:2]([C:15]3[CH:16]=[N:17][CH:18]=[CH:19][C:14]=3[CH3:13])=[CH:3][N:4]=2)[N:7]=1, predict the reactants needed to synthesize it. (2) Given the product [CH3:11][C:7]1[C:6]([C:4]([OH:5])=[O:3])=[CH:10][S:9][N:8]=1, predict the reactants needed to synthesize it. The reactants are: C([O:3][C:4]([C:6]1[C:7]([CH3:11])=[N:8][S:9][CH:10]=1)=[O:5])C.C1COCC1.Cl. (3) The reactants are: [C:1]([O:5][C:6](=[O:27])[CH2:7][C:8]1[CH:13]=[CH:12][CH:11]=[CH:10][C:9]=1[CH:14]=[CH:15][N:16]1C(=O)C2C(=CC=CC=2)C1=O)([CH3:4])([CH3:3])[CH3:2].O.NN. Given the product [C:1]([O:5][C:6](=[O:27])[CH2:7][C:8]1[CH:13]=[CH:12][CH:11]=[CH:10][C:9]=1[CH2:14][CH2:15][NH2:16])([CH3:2])([CH3:4])[CH3:3], predict the reactants needed to synthesize it. (4) Given the product [Cl:31][C:32]1[CH:37]=[CH:36][CH:35]=[CH:34][C:33]=1[NH:38][C:39](=[O:59])[NH:40][C:41]1[CH:42]=[CH:43][C:44]([C:47]2[N:51]=[C:50]([CH2:52][CH2:53][CH2:54][C:55]([OH:57])=[O:56])[O:49][N:48]=2)=[CH:45][CH:46]=1, predict the reactants needed to synthesize it. The reactants are: FC(F)(F)C1C=C(NC(=O)NC2C=CC(C3SC(CCC(O)=O)=NC=3)=CC=2)C=CC=1.[Cl:31][C:32]1[CH:37]=[CH:36][CH:35]=[CH:34][C:33]=1[NH:38][C:39](=[O:59])[NH:40][C:41]1[CH:46]=[CH:45][C:44]([C:47]2[N:51]=[C:50]([CH2:52][CH2:53][CH2:54][C:55]([O:57]C)=[O:56])[O:49][N:48]=2)=[CH:43][CH:42]=1. (5) Given the product [N:35]1([S:39]([NH:42][C:25](=[O:27])[C:24]2[CH:28]=[C:29]([CH:30]3[CH2:32][CH2:31]3)[C:21]([O:20][CH2:19][CH:16]3[CH2:15][CH2:14][N:13]([CH2:12][C:4]4[CH:5]=[C:6]([C:8]([F:9])([F:11])[F:10])[CH:7]=[C:2]([Cl:1])[C:3]=4[F:34])[CH2:18][CH2:17]3)=[CH:22][C:23]=2[F:33])(=[O:41])=[O:40])[CH2:38][CH2:37][CH2:36]1, predict the reactants needed to synthesize it. The reactants are: [Cl:1][C:2]1[C:3]([F:34])=[C:4]([CH2:12][N:13]2[CH2:18][CH2:17][CH:16]([CH2:19][O:20][C:21]3[C:29]([CH:30]4[CH2:32][CH2:31]4)=[CH:28][C:24]([C:25]([OH:27])=O)=[C:23]([F:33])[CH:22]=3)[CH2:15][CH2:14]2)[CH:5]=[C:6]([C:8]([F:11])([F:10])[F:9])[CH:7]=1.[N:35]1([S:39]([NH2:42])(=[O:41])=[O:40])[CH2:38][CH2:37][CH2:36]1. (6) Given the product [CH:11]1([N:8]2[C:9]3[C:5](=[CH:4][CH:3]=[C:2]([NH:1][C:24](=[O:25])[C:23]4[C:18]([F:17])=[CH:19][N:20]=[C:21]([CH3:27])[CH:22]=4)[CH:10]=3)[C:6]([CH3:16])([CH3:15])[C:7]2=[O:14])[CH2:12][CH2:13]1, predict the reactants needed to synthesize it. The reactants are: [NH2:1][C:2]1[CH:10]=[C:9]2[C:5]([C:6]([CH3:16])([CH3:15])[C:7](=[O:14])[N:8]2[CH:11]2[CH2:13][CH2:12]2)=[CH:4][CH:3]=1.[F:17][C:18]1[C:23]([C:24](O)=[O:25])=[CH:22][C:21]([CH3:27])=[N:20][CH:19]=1. (7) Given the product [CH2:3]([CH:6]1[C:11]2[N:12]=[CH:13][NH:14][C:10]=2[CH2:9][CH2:8][N:7]1[C:22]([O:24][CH2:25][CH2:26][O:27][CH3:28])=[O:23])[CH2:4][CH3:5], predict the reactants needed to synthesize it. The reactants are: Cl.Cl.[CH2:3]([CH:6]1[C:11]2[N:12]=[CH:13][NH:14][C:10]=2[CH2:9][CH2:8][NH:7]1)[CH2:4][CH3:5].C([O-])([O-])=O.[K+].[K+].Cl[C:22]([O:24][CH2:25][CH2:26][O:27][CH3:28])=[O:23].Cl.